From a dataset of Reaction yield outcomes from USPTO patents with 853,638 reactions. Predict the reaction yield, written as a fraction of the theoretical maximum amount of product (1.0 means a 100% yield; for example, 0.34 means a 34% yield). (1) The catalyst is C(OCC)C. The product is [O:1]1[CH2:2][CH2:3][C:4](=[O:11])[CH2:16][C:5]2[CH:6]=[CH:7][CH:8]=[CH:9][C:10]1=2. The reactants are [O:1]1[C:10]2[C:5](=[CH:6][CH:7]=[CH:8][CH:9]=2)[C:4](=[O:11])[CH2:3][CH2:2]1.B(F)(F)F.[CH3:16]COCC.[Si](C=[N+]=[N-])(C)(C)C.C([O-])(O)=O.[Na+]. The yield is 0.420. (2) The reactants are [CH3:1][O:2][C:3]1[CH:4]=[C:5]2[C:10](=[CH:11][C:12]=1[O:13][CH3:14])[N:9]=[CH:8][CH:7]=[C:6]2[O:15][C:16]1[CH:22]=[CH:21][C:19]([NH2:20])=[C:18]([CH3:23])[C:17]=1[CH3:24].C1(C)C=CC=CC=1.C(N(CC)CC)C.Cl[C:40](Cl)([O:42]C(=O)OC(Cl)(Cl)Cl)Cl.[CH3:51][N:52]([CH3:62])[C:53]1[CH:54]=[C:55]([CH:59]=[CH:60][CH:61]=1)[CH:56]([OH:58])[CH3:57]. The catalyst is C(Cl)Cl. The product is [CH3:1][O:2][C:3]1[CH:4]=[C:5]2[C:10](=[CH:11][C:12]=1[O:13][CH3:14])[N:9]=[CH:8][CH:7]=[C:6]2[O:15][C:16]1[CH:22]=[CH:21][C:19]([NH:20][C:40](=[O:42])[O:58][CH:56]([C:55]2[CH:59]=[CH:60][CH:61]=[C:53]([N:52]([CH3:51])[CH3:62])[CH:54]=2)[CH3:57])=[C:18]([CH3:23])[C:17]=1[CH3:24]. The yield is 0.550. (3) The reactants are [CH2:1]([N:3]([CH2:11][C:12]1[CH:13]=[N:14][CH:15]=[C:16]([C:19]2[CH:20]=[C:21]3[C:25](=[CH:26][CH:27]=2)[N:24]([CH:28]2[CH2:33][CH2:32][CH2:31][CH2:30][O:29]2)[N:23]=[C:22]3[C:34]2[O:38][CH:37]=[N:36][CH:35]=2)[C:17]=1[CH3:18])[C:4](=[O:10])[O:5][C:6]([CH3:9])([CH3:8])[CH3:7])[CH3:2].[C:39](OC(=O)N(CC)CC1C=NC=C(C2C=C3C(=CC=2)N(C2CCCCO2)N=C3C=O)C=1C)(C)(C)C.C([O-])([O-])=O.[K+].[K+]. The catalyst is CO. The product is [CH2:1]([N:3]([CH2:11][C:12]1[CH:13]=[N:14][CH:15]=[C:16]([C:19]2[CH:20]=[C:21]3[C:25](=[CH:26][CH:27]=2)[N:24]([CH:28]2[CH2:33][CH2:32][CH2:31][CH2:30][O:29]2)[N:23]=[C:22]3[C:34]2[O:38][CH:37]=[N:36][C:35]=2[CH3:39])[C:17]=1[CH3:18])[C:4](=[O:10])[O:5][C:6]([CH3:9])([CH3:7])[CH3:8])[CH3:2]. The yield is 0.400. (4) The reactants are [NH:1]1[C:9]2[C:4](=[CH:5][CH:6]=[CH:7][CH:8]=2)[CH2:3][C:2]1=[O:10].[CH2:11](O)[CH2:12][OH:13]. The catalyst is [Ni]. The product is [OH:13][CH2:12][CH2:11][CH:3]1[C:4]2[C:9](=[CH:8][CH:7]=[CH:6][CH:5]=2)[NH:1][C:2]1=[O:10]. The yield is 0.700. (5) The reactants are [CH3:1][O:2][C:3]1[NH:4][C:5](=O)[C:6]2[C:11]([CH:12]=1)=[CH:10][CH:9]=[CH:8][CH:7]=2.O=P(Cl)(Cl)[Cl:16]. No catalyst specified. The product is [Cl:16][C:5]1[C:6]2[C:11](=[CH:10][CH:9]=[CH:8][CH:7]=2)[CH:12]=[C:3]([O:2][CH3:1])[N:4]=1. The yield is 0.440. (6) The reactants are [NH2:1][C:2]1[CH:12]=[CH:11][C:5]([C:6]([N:8]([CH3:10])[CH3:9])=[O:7])=[CH:4][CH:3]=1.[Br:13][C:14]1[CH:19]=[CH:18][C:17]([N:20]=[C:21]=[O:22])=[CH:16][CH:15]=1. The yield is 0.880. The product is [Br:13][C:14]1[CH:19]=[CH:18][C:17]([NH:20][C:21](=[O:22])[NH:1][C:2]2[CH:12]=[CH:11][C:5]([C:6]([N:8]([CH3:10])[CH3:9])=[O:7])=[CH:4][CH:3]=2)=[CH:16][CH:15]=1. The catalyst is C(Cl)Cl.